Dataset: Forward reaction prediction with 1.9M reactions from USPTO patents (1976-2016). Task: Predict the product of the given reaction. (1) Given the reactants [C:1]([C:5]1[N:10]=[C:9]([O:11][CH2:12][CH3:13])[C:8]([C:14]2[N:15]([C:35](Cl)=[O:36])[C:16]([C:28]3[CH:33]=[CH:32][C:31]([Cl:34])=[CH:30][CH:29]=3)([CH3:27])[C:17]([C:20]3[CH:25]=[CH:24][C:23]([Cl:26])=[CH:22][CH:21]=3)([CH3:19])[N:18]=2)=[CH:7][N:6]=1)([CH3:4])([CH3:3])[CH3:2].[NH:38]1[CH2:43][CH2:42][CH:41]([N:44]2[CH2:50][CH2:49][C:48](=[O:51])[NH:47][CH2:46][CH2:45]2)[CH2:40][CH2:39]1, predict the reaction product. The product is: [C:1]([C:5]1[N:10]=[C:9]([O:11][CH2:12][CH3:13])[C:8]([C:14]2[N:15]([C:35]([N:38]3[CH2:39][CH2:40][CH:41]([N:44]4[CH2:50][CH2:49][C:48](=[O:51])[NH:47][CH2:46][CH2:45]4)[CH2:42][CH2:43]3)=[O:36])[C:16]([C:28]3[CH:33]=[CH:32][C:31]([Cl:34])=[CH:30][CH:29]=3)([CH3:27])[C:17]([C:20]3[CH:25]=[CH:24][C:23]([Cl:26])=[CH:22][CH:21]=3)([CH3:19])[N:18]=2)=[CH:7][N:6]=1)([CH3:2])([CH3:3])[CH3:4]. (2) Given the reactants [CH3:1][O:2][C:3]1[CH:8]=[CH:7][C:6]([N:9]2[C:18](=[O:19])[C:17]3[C:12](=[C:13]([CH3:20])[CH:14]=[CH:15][CH:16]=3)[N:11]=[C:10]2[CH:21]([NH:23][CH3:24])[CH3:22])=[CH:5][CH:4]=1.[C:25]([C:29]1[CH:34]=[CH:33][C:32]([S:35](Cl)(=[O:37])=[O:36])=[CH:31][CH:30]=1)([CH3:28])([CH3:27])[CH3:26], predict the reaction product. The product is: [C:25]([C:29]1[CH:34]=[CH:33][C:32]([S:35]([N:23]([CH:21]([C:10]2[N:9]([C:6]3[CH:5]=[CH:4][C:3]([O:2][CH3:1])=[CH:8][CH:7]=3)[C:18](=[O:19])[C:17]3[C:12](=[C:13]([CH3:20])[CH:14]=[CH:15][CH:16]=3)[N:11]=2)[CH3:22])[CH3:24])(=[O:37])=[O:36])=[CH:31][CH:30]=1)([CH3:28])([CH3:26])[CH3:27]. (3) Given the reactants [Br:1][C:2]1[CH:3]=[N:4][N:5]2[C:10]([OH:11])=[C:9]([C:12]([OH:14])=O)[CH:8]=[N:7][C:6]=12.[C:15]1([CH:21]2[CH2:26][CH2:25][NH:24][CH2:23][CH2:22]2)[CH:20]=[CH:19][CH:18]=[CH:17][CH:16]=1.C(N(CC)CC)C.C(OCC)(=O)C.Cl, predict the reaction product. The product is: [Br:1][C:2]1[CH:3]=[N:4][N:5]2[C:10]([OH:11])=[C:9]([C:12]([N:24]3[CH2:25][CH2:26][CH:21]([C:15]4[CH:20]=[CH:19][CH:18]=[CH:17][CH:16]=4)[CH2:22][CH2:23]3)=[O:14])[CH:8]=[N:7][C:6]=12. (4) Given the reactants [C:12]([O:11][C:9](O[C:9]([O:11][C:12]([CH3:15])([CH3:14])[CH3:13])=[O:10])=[O:10])([CH3:15])([CH3:14])[CH3:13].[Br:16][C:17]1[C:18]([O:28][CH3:29])=[C:19]([CH:25]([NH2:27])[CH3:26])[CH:20]=[C:21]([Cl:24])[C:22]=1[CH3:23].C(N(CC)CC)C, predict the reaction product. The product is: [Br:16][C:17]1[C:18]([O:28][CH3:29])=[C:19]([CH:25]([NH:27][C:9](=[O:10])[O:11][C:12]([CH3:13])([CH3:14])[CH3:15])[CH3:26])[CH:20]=[C:21]([Cl:24])[C:22]=1[CH3:23]. (5) Given the reactants [CH2:1]([Si:3]([C:8]#[CH:9])([CH2:6][CH3:7])[CH2:4][CH3:5])[CH3:2].[Li]CC[CH2:13][CH3:14].[Br:15][C:16]1[S:17][C:18]2[C:19](=O)[C:20]3[CH:21]=[C:22]([Br:29])[S:23][C:24]=3[C:25](=O)[C:26]=2[CH:27]=1.Cl[Sn]Cl.Cl, predict the reaction product. The product is: [Br:15][C:16]1[S:17][C:18]2[C:26]([CH:27]=1)=[C:25]([C:9]#[C:8][Si:3]([CH2:6][CH3:7])([CH2:4][CH3:5])[CH2:1][CH3:2])[C:24]1[S:23][C:22]([Br:29])=[CH:21][C:20]=1[C:19]=2[C:2]#[C:1][Si:3]([CH2:13][CH3:14])([CH2:6][CH3:7])[CH2:4][CH3:5]. (6) The product is: [CH2:1]([N:3]1[C:7]2[N:8]=[C:9]([C:18]3[CH:19]=[CH:20][C:21]([NH:24][C:25]([NH:27][C:28]4[CH:29]=[CH:30][C:31]([C:32]([NH:45][CH2:44][CH2:43][N:37]5[CH2:42][CH2:41][O:40][CH2:39][CH2:38]5)=[O:34])=[CH:35][CH:36]=4)=[O:26])=[CH:22][CH:23]=3)[N:10]=[C:11]([N:12]3[CH2:17][CH2:16][O:15][CH2:14][CH2:13]3)[C:6]=2[N:5]=[N:4]1)[CH3:2]. Given the reactants [CH2:1]([N:3]1[C:7]2[N:8]=[C:9]([C:18]3[CH:23]=[CH:22][C:21]([NH:24][C:25]([NH:27][C:28]4[CH:36]=[CH:35][C:31]([C:32]([OH:34])=O)=[CH:30][CH:29]=4)=[O:26])=[CH:20][CH:19]=3)[N:10]=[C:11]([N:12]3[CH2:17][CH2:16][O:15][CH2:14][CH2:13]3)[C:6]=2[N:5]=[N:4]1)[CH3:2].[N:37]1([CH2:43][CH2:44][NH2:45])[CH2:42][CH2:41][O:40][CH2:39][CH2:38]1.CCN(CC)CC.C1C=CC2N(O)N=NC=2C=1.CCN=C=NCCCN(C)C, predict the reaction product. (7) Given the reactants [NH2:1][CH:2]([CH2:5][OH:6])[CH2:3][OH:4].[CH2:7]([N:14]1[CH2:19][CH2:18][C:17](=O)[CH2:16][CH2:15]1)[C:8]1[CH:13]=[CH:12][CH:11]=[CH:10][CH:9]=1.C(O[BH-](OC(=O)C)OC(=O)C)(=O)C.[Na+].Cl.[OH-].[Na+], predict the reaction product. The product is: [CH2:7]([N:14]1[CH2:19][CH2:18][CH:17]([NH:1][CH:2]([CH2:5][OH:6])[CH2:3][OH:4])[CH2:16][CH2:15]1)[C:8]1[CH:13]=[CH:12][CH:11]=[CH:10][CH:9]=1. (8) Given the reactants [Br:1]Br.[N:3]1[C:12]2[C:7](=[CH:8][CH:9]=[CH:10][CH:11]=2)[C:6]([OH:13])=[CH:5][N:4]=1.C([O-])(=O)C.[K+], predict the reaction product. The product is: [Br:1][C:5]1[N:4]=[N:3][C:12]2[C:7]([C:6]=1[OH:13])=[CH:8][CH:9]=[CH:10][CH:11]=2. (9) Given the reactants [O:1]1[C:10]2[CH:9]=[C:8]([CH2:11][N:12]([CH:20]3[CH2:25][CH2:24][N:23]([CH:26]([CH2:29][O:30][CH2:31][C:32]4[CH:37]=[CH:36][CH:35]=[CH:34][CH:33]=4)[CH2:27]O)[CH2:22][CH2:21]3)[C:13](=[O:19])[O:14][C:15]([CH3:18])([CH3:17])[CH3:16])[N:7]=[CH:6][C:5]=2[O:4][CH2:3][CH2:2]1.C(N(CC)CC)C.CS([Cl:49])(=O)=O.O, predict the reaction product. The product is: [Cl:49][CH2:27][CH:26]([N:23]1[CH2:24][CH2:25][CH:20]([N:12]([CH2:11][C:8]2[N:7]=[CH:6][C:5]3[O:4][CH2:3][CH2:2][O:1][C:10]=3[CH:9]=2)[C:13](=[O:19])[O:14][C:15]([CH3:18])([CH3:17])[CH3:16])[CH2:21][CH2:22]1)[CH2:29][O:30][CH2:31][C:32]1[CH:37]=[CH:36][CH:35]=[CH:34][CH:33]=1. (10) Given the reactants N[C:2]1[CH:3]=[C:4]([CH:8]=[CH:9][C:10]=1[NH2:11])[C:5]([OH:7])=[O:6].[CH:12]([CH:14]=O)=O.[CH2:16](O)C, predict the reaction product. The product is: [N:11]1[C:10]2[C:2](=[CH:3][C:4]([C:5]([OH:7])=[O:6])=[CH:8][CH:9]=2)[CH:14]=[CH:12][CH:16]=1.